From a dataset of Forward reaction prediction with 1.9M reactions from USPTO patents (1976-2016). Predict the product of the given reaction. Given the reactants [OH:1]N1C(=O)CCC1=O.CCN(C(C)C)C(C)C.[C:18](Cl)(=[O:36])[CH2:19][CH2:20][CH2:21][CH2:22][CH2:23][CH2:24][CH2:25]/[CH:26]=[CH:27]\[CH2:28][CH2:29][CH2:30][CH2:31][CH2:32][CH2:33][CH2:34][CH3:35], predict the reaction product. The product is: [C:18]([OH:36])(=[O:1])[CH2:19][CH2:20][CH2:21][CH2:22][CH2:23][CH2:24][CH2:25]/[CH:26]=[CH:27]\[CH2:28][CH2:29][CH2:30][CH2:31][CH2:32][CH2:33][CH2:34][CH3:35].